This data is from Forward reaction prediction with 1.9M reactions from USPTO patents (1976-2016). The task is: Predict the product of the given reaction. (1) Given the reactants [OH:1][N:2]=[C:3]([C:6]1[CH:10]=[CH:9][S:8][CH:7]=1)[C:4]#[N:5].C(N(CC)CC)C.[CH3:18][S:19](Cl)(=[O:21])=[O:20], predict the reaction product. The product is: [CH3:18][S:19]([O:1][N:2]=[C:3]([C:6]1[CH:10]=[CH:9][S:8][CH:7]=1)[C:4]#[N:5])(=[O:21])=[O:20]. (2) Given the reactants [Cl:1][C:2]1[C:3]2[C:10](I)=[CH:9][N:8]([CH3:12])[C:4]=2[N:5]=[CH:6][N:7]=1.[Li]CCCC.[C:18]1([C:24](=[N:31][C:32]2[CH:33]=[N:34][CH:35]=[C:36]([CH:39]=2)[CH:37]=[O:38])[C:25]2[CH:30]=[CH:29][CH:28]=[CH:27][CH:26]=2)[CH:23]=[CH:22][CH:21]=[CH:20][CH:19]=1, predict the reaction product. The product is: [Cl:1][C:2]1[C:3]2[C:10]([CH:37]([C:36]3[CH:35]=[N:34][CH:33]=[C:32]([N:31]=[C:24]([C:25]4[CH:30]=[CH:29][CH:28]=[CH:27][CH:26]=4)[C:18]4[CH:23]=[CH:22][CH:21]=[CH:20][CH:19]=4)[CH:39]=3)[OH:38])=[CH:9][N:8]([CH3:12])[C:4]=2[N:5]=[CH:6][N:7]=1. (3) Given the reactants OO.C(OC(C(F)(F)F)=O)(C(F)(F)F)=[O:4].[CH3:16][O:17][CH:18]1[CH2:21][N:20]([CH2:22][CH2:23][CH2:24][C:25]2[N:26]=[N+:27]([O-:38])[C:28]3[CH:37]=[C:36]4[C:32]([CH2:33][CH2:34][CH2:35]4)=[CH:31][C:29]=3[N:30]=2)[CH2:19]1.C(O)(C(F)(F)F)=O, predict the reaction product. The product is: [CH3:16][O:17][CH:18]1[CH2:21][N:20]([CH2:22][CH2:23][CH2:24][C:25]2[N:26]=[N+:27]([O-:38])[C:28]3[CH:37]=[C:36]4[C:32]([CH2:33][CH2:34][CH2:35]4)=[CH:31][C:29]=3[N+:30]=2[O-:4])[CH2:19]1. (4) Given the reactants [Br:1][C:2]1[CH:3]=[CH:4][C:5]([C:9](C)(C)[CH3:10])=[C:6](O)[CH:7]=1.C1C=CC=CC=1.CC(C)([O-])C.[K+].BrC1C=CC(CC)=CC=1[N+]([O-])=O, predict the reaction product. The product is: [Br:1][C:2]1[CH:3]=[CH:4][C:5]([CH2:9][CH3:10])=[CH:6][CH:7]=1.